Dataset: Full USPTO retrosynthesis dataset with 1.9M reactions from patents (1976-2016). Task: Predict the reactants needed to synthesize the given product. (1) Given the product [CH2:1]([O:8][CH2:9][CH:10]1[O:15][CH2:14][C:13](=[O:16])[CH2:12][CH2:11]1)[C:2]1[CH:3]=[CH:4][CH:5]=[CH:6][CH:7]=1, predict the reactants needed to synthesize it. The reactants are: [CH2:1]([O:8][CH2:9][CH:10]1[O:15][CH2:14][CH:13]([OH:16])[CH2:12][CH2:11]1)[C:2]1[CH:7]=[CH:6][CH:5]=[CH:4][CH:3]=1.CC(OI1(OC(C)=O)(OC(C)=O)OC(=O)C2C1=CC=CC=2)=O. (2) Given the product [C:1]([C:3]([C:6]1[CH:7]=[C:8]([CH:12]=[CH:13][CH:14]=1)[C:9]([NH:50][C:49]1[CH:51]=[CH:52][C:53]([CH3:54])=[C:47]([I:46])[CH:48]=1)=[O:11])([CH3:4])[CH3:5])#[N:2], predict the reactants needed to synthesize it. The reactants are: [C:1]([C:3]([C:6]1[CH:7]=[C:8]([CH:12]=[CH:13][CH:14]=1)[C:9]([OH:11])=O)([CH3:5])[CH3:4])#[N:2].CN(C(ON1N=NC2C=CC=CC1=2)=[N+](C)C)C.[B-](F)(F)(F)F.CCN(C(C)C)C(C)C.[I:46][C:47]1[CH:48]=[C:49]([CH:51]=[CH:52][C:53]=1[CH3:54])[NH2:50]. (3) Given the product [CH3:17][O:16][C:12]1[C:11]2[C:7]([C:34]3[CH:39]=[CH:38][C:37]([S:40]([NH2:43])(=[O:42])=[O:41])=[CH:36][CH:35]=3)=[N:8][N:9]([C:18]3[CH:19]=[CH:20][CH:21]=[CH:22][CH:23]=3)[C:10]=2[CH:15]=[CH:14][N:13]=1, predict the reactants needed to synthesize it. The reactants are: FC(F)(F)S(O[C:7]1[C:11]2[C:12]([O:16][CH3:17])=[N:13][CH:14]=[CH:15][C:10]=2[N:9]([C:18]2[CH:23]=[CH:22][CH:21]=[CH:20][CH:19]=2)[N:8]=1)(=O)=O.CC1(C)C(C)(C)OB([C:34]2[CH:39]=[CH:38][C:37]([S:40]([NH2:43])(=[O:42])=[O:41])=[CH:36][CH:35]=2)O1.C(=O)([O-])[O-].[Na+].[Na+].O. (4) Given the product [NH2:1][CH2:2][CH2:3][S:4]([C:5]1[CH:6]=[C:7]([CH:27]=[C:28]([C:30]([F:32])([F:33])[F:31])[CH:29]=1)[C:8]([N:10]([C:12]1[CH:13]=[N:14][CH:15]=[CH:16][C:17]=1[C:18]1[CH:23]=[CH:22][C:21]([F:24])=[CH:20][C:19]=1[O:25][CH3:26])[CH3:11])=[O:9])(=[O:34])=[O:53], predict the reactants needed to synthesize it. The reactants are: [NH2:1][CH2:2][CH2:3][S:4][C:5]1[CH:6]=[C:7]([CH:27]=[C:28]([C:30]([F:33])([F:32])[F:31])[CH:29]=1)[C:8]([N:10]([C:12]1[CH:13]=[N:14][CH:15]=[CH:16][C:17]=1[C:18]1[CH:23]=[CH:22][C:21]([F:24])=[CH:20][C:19]=1[O:25][CH3:26])[CH3:11])=[O:9].[OH:34]OS([O-])=O.[K+].[O-]S([O-])(=S)=O.[Na+].[Na+].CCOC(C)=O.[OH2:53]. (5) Given the product [CH3:1][N:2]1[C:6](/[CH:7]=[CH:8]/[C:9]([OH:11])=[O:10])=[CH:5][C:4]([O:14][CH2:15][C:16]2[C:17]([CH3:31])=[N:18][N:19]([C:21]3[CH:26]=[CH:25][C:24]([C:27]([F:28])([F:29])[F:30])=[CH:23][N:22]=3)[CH:20]=2)=[N:3]1, predict the reactants needed to synthesize it. The reactants are: [CH3:1][N:2]1[C:6](/[CH:7]=[CH:8]/[C:9]([O:11]CC)=[O:10])=[CH:5][C:4]([O:14][CH2:15][C:16]2[C:17]([CH3:31])=[N:18][N:19]([C:21]3[CH:26]=[CH:25][C:24]([C:27]([F:30])([F:29])[F:28])=[CH:23][N:22]=3)[CH:20]=2)=[N:3]1.[OH-].[Na+].O1CCCC1.Cl. (6) Given the product [C:11]([O:10][C:9](=[O:15])[N:8]([O:50][CH2:49][C:48]1[C:44]([C:38]2[C:37]([Cl:36])=[CH:42][CH:41]=[CH:40][C:39]=2[Cl:43])=[N:45][O:46][C:47]=1[CH:51]([CH3:53])[CH3:52])[C:5]1[CH:6]=[CH:7][CH:2]=[CH:3][C:4]=1[CH3:16])([CH3:14])([CH3:13])[CH3:12], predict the reactants needed to synthesize it. The reactants are: O[C:2]1[CH:7]=[CH:6][C:5]([NH:8][C:9](=[O:15])[O:10][C:11]([CH3:14])([CH3:13])[CH3:12])=[C:4]([CH3:16])[CH:3]=1.C1(P(C2C=CC=CC=2)C2C=CC=CC=2)C=CC=CC=1.[Cl:36][C:37]1[CH:42]=[CH:41][CH:40]=[C:39]([Cl:43])[C:38]=1[C:44]1[C:48]([CH2:49][OH:50])=[C:47]([CH:51]([CH3:53])[CH3:52])[O:46][N:45]=1.